From a dataset of NCI-60 drug combinations with 297,098 pairs across 59 cell lines. Regression. Given two drug SMILES strings and cell line genomic features, predict the synergy score measuring deviation from expected non-interaction effect. (1) Drug 1: CS(=O)(=O)CCNCC1=CC=C(O1)C2=CC3=C(C=C2)N=CN=C3NC4=CC(=C(C=C4)OCC5=CC(=CC=C5)F)Cl. Drug 2: C(CCl)NC(=O)N(CCCl)N=O. Cell line: ACHN. Synergy scores: CSS=17.9, Synergy_ZIP=-3.38, Synergy_Bliss=2.91, Synergy_Loewe=-8.69, Synergy_HSA=3.27. (2) Drug 1: CC(C)NC(=O)C1=CC=C(C=C1)CNNC.Cl. Drug 2: COC1=C2C(=CC3=C1OC=C3)C=CC(=O)O2. Cell line: MCF7. Synergy scores: CSS=0.276, Synergy_ZIP=-1.21, Synergy_Bliss=-3.06, Synergy_Loewe=-3.40, Synergy_HSA=-2.73. (3) Drug 1: C1CC(=O)NC(=O)C1N2CC3=C(C2=O)C=CC=C3N. Drug 2: CC=C1C(=O)NC(C(=O)OC2CC(=O)NC(C(=O)NC(CSSCCC=C2)C(=O)N1)C(C)C)C(C)C. Cell line: SN12C. Synergy scores: CSS=31.3, Synergy_ZIP=2.49, Synergy_Bliss=1.00, Synergy_Loewe=0.0659, Synergy_HSA=0.0856. (4) Drug 1: CC1=C(C=C(C=C1)NC(=O)C2=CC=C(C=C2)CN3CCN(CC3)C)NC4=NC=CC(=N4)C5=CN=CC=C5. Drug 2: CC1=C(C=C(C=C1)C(=O)NC2=CC(=CC(=C2)C(F)(F)F)N3C=C(N=C3)C)NC4=NC=CC(=N4)C5=CN=CC=C5. Cell line: MOLT-4. Synergy scores: CSS=52.4, Synergy_ZIP=-1.23, Synergy_Bliss=-2.08, Synergy_Loewe=-15.8, Synergy_HSA=-3.02. (5) Drug 1: C1CN1C2=NC(=NC(=N2)N3CC3)N4CC4. Drug 2: CCN(CC)CCCC(C)NC1=C2C=C(C=CC2=NC3=C1C=CC(=C3)Cl)OC. Cell line: MALME-3M. Synergy scores: CSS=10.9, Synergy_ZIP=-3.30, Synergy_Bliss=1.69, Synergy_Loewe=-1.50, Synergy_HSA=0.600. (6) Drug 1: C1CN(CCN1C(=O)CCBr)C(=O)CCBr. Drug 2: C1=NNC2=C1C(=O)NC=N2. Cell line: 786-0. Synergy scores: CSS=5.23, Synergy_ZIP=-3.89, Synergy_Bliss=1.20, Synergy_Loewe=-4.54, Synergy_HSA=-0.957. (7) Synergy scores: CSS=46.2, Synergy_ZIP=-0.281, Synergy_Bliss=1.83, Synergy_Loewe=-7.16, Synergy_HSA=3.02. Cell line: ACHN. Drug 1: CC1C(C(CC(O1)OC2CC(OC(C2O)C)OC3=CC4=CC5=C(C(=O)C(C(C5)C(C(=O)C(C(C)O)O)OC)OC6CC(C(C(O6)C)O)OC7CC(C(C(O7)C)O)OC8CC(C(C(O8)C)O)(C)O)C(=C4C(=C3C)O)O)O)O. Drug 2: CC1C(C(CC(O1)OC2CC(CC3=C2C(=C4C(=C3O)C(=O)C5=CC=CC=C5C4=O)O)(C(=O)C)O)N)O.